This data is from Full USPTO retrosynthesis dataset with 1.9M reactions from patents (1976-2016). The task is: Predict the reactants needed to synthesize the given product. (1) Given the product [Br:8][C:6]1[CH:7]=[C:2]([NH:1][C:30](=[O:31])[C:29]2[CH:33]=[CH:34][CH:35]=[C:27]([Cl:26])[CH:28]=2)[C:3]([N:9]2[CH2:10][CH2:11][CH:12]([CH2:15][C:16]([N:18]3[CH2:24][CH2:23][CH2:22][N:21]([CH3:25])[CH2:20][CH2:19]3)=[O:17])[CH2:13][CH2:14]2)=[N:4][CH:5]=1, predict the reactants needed to synthesize it. The reactants are: [NH2:1][C:2]1[C:3]([N:9]2[CH2:14][CH2:13][CH:12]([CH2:15][C:16]([N:18]3[CH2:24][CH2:23][CH2:22][N:21]([CH3:25])[CH2:20][CH2:19]3)=[O:17])[CH2:11][CH2:10]2)=[N:4][CH:5]=[C:6]([Br:8])[CH:7]=1.[Cl:26][C:27]1[CH:28]=[C:29]([CH:33]=[CH:34][CH:35]=1)[C:30](Cl)=[O:31]. (2) Given the product [C:41]([C:39]1[CH:40]=[C:36]([NH:35][C:34]([NH:29][C@@H:22]2[C:23]3[C:28](=[CH:27][CH:26]=[CH:25][CH:24]=3)[C@H:19]([O:18][C:15]3[CH:16]=[CH:17][C:12]4[N:13]([C:9]([N:3]5[C@H:2]([CH3:1])[CH2:7][CH2:6][CH2:5][C@@H:4]5[CH3:8])=[N:10][N:11]=4)[CH:14]=3)[CH2:20][CH2:21]2)=[O:33])[N:37]([C:45]2[CH:50]=[CH:49][CH:48]=[C:47]([CH2:51][OH:52])[CH:46]=2)[N:38]=1)([CH3:44])([CH3:42])[CH3:43], predict the reactants needed to synthesize it. The reactants are: [CH3:1][C@H:2]1[CH2:7][CH2:6][CH2:5][C@@H:4]([CH3:8])[N:3]1[C:9]1[N:13]2[CH:14]=[C:15]([O:18][C@H:19]3[C:28]4[C:23](=[CH:24][CH:25]=[CH:26][CH:27]=4)[C@@H:22]([NH2:29])[CH2:21][CH2:20]3)[CH:16]=[CH:17][C:12]2=[N:11][N:10]=1.ClC(Cl)(Cl)C[O:33][C:34](=O)[NH:35][C:36]1[N:37]([C:45]2[CH:50]=[CH:49][CH:48]=[C:47]([CH2:51][OH:52])[CH:46]=2)[N:38]=[C:39]([C:41]([CH3:44])([CH3:43])[CH3:42])[CH:40]=1.CCN(C(C)C)C(C)C.